This data is from Reaction yield outcomes from USPTO patents with 853,638 reactions. The task is: Predict the reaction yield, written as a fraction of the theoretical maximum amount of product (1.0 means a 100% yield; for example, 0.34 means a 34% yield). The reactants are [NH2:1][C:2]1[C:7]([N+:8]([O-])=O)=[CH:6][C:5]([C:11]2[CH2:12][CH2:13][N:14]([C:17]([O:19][C:20]([CH3:23])([CH3:22])[CH3:21])=[O:18])[CH2:15][CH:16]=2)=[CH:4][C:3]=1[CH3:24].CCOC(C)=O.[CH2:31]([O:38][C:39]1[CH:46]=[CH:45][C:42]([CH:43]=O)=[CH:41][CH:40]=1)[C:32]1[CH:37]=[CH:36][CH:35]=[CH:34][CH:33]=1.CO.CCOC(C)=O. The catalyst is CCO.[Pd]. The product is [CH2:31]([O:38][C:39]1[CH:40]=[CH:41][C:42]([C:43]2[NH:8][C:7]3[CH:6]=[C:5]([CH:11]4[CH2:12][CH2:13][N:14]([C:17]([O:19][C:20]([CH3:23])([CH3:22])[CH3:21])=[O:18])[CH2:15][CH2:16]4)[CH:4]=[C:3]([CH3:24])[C:2]=3[N:1]=2)=[CH:45][CH:46]=1)[C:32]1[CH:33]=[CH:34][CH:35]=[CH:36][CH:37]=1. The yield is 0.0900.